From a dataset of TCR-epitope binding with 47,182 pairs between 192 epitopes and 23,139 TCRs. Binary Classification. Given a T-cell receptor sequence (or CDR3 region) and an epitope sequence, predict whether binding occurs between them. (1) The epitope is FADDLNQLTGY. The TCR CDR3 sequence is CASSQEGRASYEQYF. Result: 1 (the TCR binds to the epitope). (2) The epitope is FLRGRAYGL. The TCR CDR3 sequence is CASNQGTQYF. Result: 1 (the TCR binds to the epitope). (3) The epitope is LQPFPQPELPYPQPQ. The TCR CDR3 sequence is CASSQVTLPTGTQYF. Result: 1 (the TCR binds to the epitope). (4) The epitope is FLPRVFSAV. The TCR CDR3 sequence is CASSQVLEVTEAFF. Result: 1 (the TCR binds to the epitope). (5) The epitope is CLGGLLTMV. The TCR CDR3 sequence is CATQENYGYTF. Result: 0 (the TCR does not bind to the epitope). (6) The TCR CDR3 sequence is CASSQDPSRTYEQYF. The epitope is RLRAEAQVK. Result: 1 (the TCR binds to the epitope).